From a dataset of Forward reaction prediction with 1.9M reactions from USPTO patents (1976-2016). Predict the product of the given reaction. (1) Given the reactants [F:1][C:2]1[CH:3]=[C:4]2[C:8](=[C:9]([N+:11]([O-])=O)[CH:10]=1)[NH:7][C:6]([C:14]1[CH:19]=[CH:18][CH:17]=[CH:16][CH:15]=1)=[CH:5]2.C([N:27]1[CH2:32][CH2:31][CH2:30][CH2:29][C:28]1=O)(OC(C)(C)C)=O, predict the reaction product. The product is: [F:1][C:2]1[CH:3]=[C:4]2[C:8](=[C:9]([NH:11][CH:30]3[CH2:31][CH2:32][NH:27][CH2:28][CH2:29]3)[CH:10]=1)[NH:7][C:6]([C:14]1[CH:19]=[CH:18][CH:17]=[CH:16][CH:15]=1)=[CH:5]2. (2) The product is: [CH2:12]([O:9][C@@H:7]([C:1]1[CH:6]=[CH:5][CH:4]=[CH:3][CH:2]=1)[CH3:8])/[CH:13]=[CH:14]/[C:15]1[CH:20]=[CH:19][CH:18]=[CH:17][CH:16]=1. Given the reactants [C:1]1([C@H:7]([OH:9])[CH3:8])[CH:6]=[CH:5][CH:4]=[CH:3][CH:2]=1.[H-].[Na+].[CH2:12](Br)[CH:13]=[CH:14][C:15]1[CH:20]=[CH:19][CH:18]=[CH:17][CH:16]=1, predict the reaction product. (3) Given the reactants [N+:1]([C:4]1[CH:5]=[C:6]([O:11][CH3:12])[CH:7]=[CH:8][C:9]=1[Br:10])([O-])=O.Cl.C(=O)(O)[O-].[Na+].C(N(CC)CC)C.[C:26](Cl)(=[O:30])[CH:27]([CH3:29])[CH3:28], predict the reaction product. The product is: [Br:10][C:9]1[CH:8]=[CH:7][C:6]([O:11][CH3:12])=[CH:5][C:4]=1[NH:1][C:26](=[O:30])[CH:27]([CH3:29])[CH3:28]. (4) Given the reactants [CH3:1][O:2][C:3]1[CH:8]=[CH:7][C:6]([C:9]2[S:13][C:12]([NH:14][C:15]3[CH:20]=[CH:19][C:18]([O:21][CH2:22][CH2:23][N:24]4[CH2:28]CC[CH2:25]4)=[CH:17][CH:16]=3)=[N:11][CH:10]=2)=[CH:5][CH:4]=1.CN(C)CCOC1C=CC(NC(N)=S)=CC=1, predict the reaction product. The product is: [CH3:25][N:24]([CH3:28])[CH2:23][CH2:22][O:21][C:18]1[CH:17]=[CH:16][C:15]([NH:14][C:12]2[S:13][C:9]([C:6]3[CH:7]=[CH:8][C:3]([O:2][CH3:1])=[CH:4][CH:5]=3)=[CH:10][N:11]=2)=[CH:20][CH:19]=1.